From a dataset of Catalyst prediction with 721,799 reactions and 888 catalyst types from USPTO. Predict which catalyst facilitates the given reaction. Reactant: [CH2:1]([O:3][C:4]([C:6]1[C:11](Br)=[CH:10][CH:9]=[C:8]([CH3:13])[N:7]=1)=[O:5])[CH3:2].[NH2:14][C:15]1[CH:16]=[N:17][N:18]([CH3:20])[CH:19]=1. Product: [CH2:1]([O:3][C:4]([C:6]1[C:11]([NH:14][C:15]2[CH:16]=[N:17][N:18]([CH3:20])[CH:19]=2)=[CH:10][CH:9]=[C:8]([CH3:13])[N:7]=1)=[O:5])[CH3:2]. The catalyst class is: 45.